Dataset: Reaction yield outcomes from USPTO patents with 853,638 reactions. Task: Predict the reaction yield, written as a fraction of the theoretical maximum amount of product (1.0 means a 100% yield; for example, 0.34 means a 34% yield). The reactants are Cl[C:2]1[CH:3]=[CH:4][C:5]([N+:25]([O-:27])=[O:26])=[C:6]([CH:24]=1)[C:7]([NH:9][C:10]1[N:15]=[CH:14][C:13]([C:16]2[CH:21]=[CH:20][C:19]([CH3:22])=[C:18]([CH3:23])[CH:17]=2)=[CH:12][N:11]=1)=[O:8].[NH:28]1[CH2:33][CH2:32][CH2:31][CH2:30][CH2:29]1. The catalyst is CN(C)C=O. The product is [CH3:23][C:18]1[CH:17]=[C:16]([C:13]2[CH:12]=[N:11][C:10]([NH:9][C:7](=[O:8])[C:6]3[CH:24]=[C:2]([N:28]4[CH2:33][CH2:32][CH2:31][CH2:30][CH2:29]4)[CH:3]=[CH:4][C:5]=3[N+:25]([O-:27])=[O:26])=[N:15][CH:14]=2)[CH:21]=[CH:20][C:19]=1[CH3:22]. The yield is 0.980.